This data is from Full USPTO retrosynthesis dataset with 1.9M reactions from patents (1976-2016). The task is: Predict the reactants needed to synthesize the given product. (1) Given the product [O:1]1[CH:6]([C:7]([N:9]2[CH2:10][CH2:11][N:12]([C:20]3[CH:27]=[CH:26][C:25]([F:28])=[CH:24][C:21]=3[CH:22]=[O:23])[CH2:13][CH2:14]2)=[O:8])[CH2:5][O:4][C:3]2[CH:15]=[CH:16][CH:17]=[CH:18][C:2]1=2, predict the reactants needed to synthesize it. The reactants are: [O:1]1[CH:6]([C:7]([N:9]2[CH2:14][CH2:13][NH:12][CH2:11][CH2:10]2)=[O:8])[CH2:5][O:4][C:3]2[CH:15]=[CH:16][CH:17]=[CH:18][C:2]1=2.F[C:20]1[CH:27]=[CH:26][C:25]([F:28])=[CH:24][C:21]=1[CH:22]=[O:23].C([O-])([O-])=O.[K+].[K+]. (2) Given the product [CH3:1][CH2:2][C:3]1[CH:8]=[CH:7][C:6]([C:9]([CH:11]([CH2:13][N:14]2[CH2:19][CH2:18][CH2:17][CH2:16][CH2:15]2)[CH3:12])=[O:10])=[CH:5][CH:4]=1, predict the reactants needed to synthesize it. The reactants are: [CH3:1][CH2:2][C:3]1[CH:8]=[CH:7][C:6]([C:9]([CH:11]([CH2:13][N:14]2[CH2:19][CH2:18][CH2:17][CH2:16][CH2:15]2)[CH3:12])=[O:10])=[CH:5][CH:4]=1.Cl. (3) Given the product [C:1]([C:5]1[CH:6]=[C:7]([CH:40]=[C:41]([N:43]2[CH2:48][CH2:47][N:46]([CH3:49])[CH2:45][CH2:44]2)[CH:42]=1)[C:8]([NH:10][C:11]1[CH:16]=[CH:15][C:14]([CH3:17])=[C:13]([N:18]2[C:25]3[N:21]([N:22]=[C:23]([C:26]4[CH:27]=[N:28][NH:29][CH:30]=4)[CH:24]=3)[CH:20]=[CH:19]2)[CH:12]=1)=[O:9])([CH3:4])([CH3:2])[CH3:3], predict the reactants needed to synthesize it. The reactants are: [C:1]([C:5]1[CH:6]=[C:7]([CH:40]=[C:41]([N:43]2[CH2:48][CH2:47][N:46]([CH3:49])[CH2:45][CH2:44]2)[CH:42]=1)[C:8]([NH:10][C:11]1[CH:16]=[CH:15][C:14]([CH3:17])=[C:13]([N:18]2[C:25]3[N:21]([N:22]=[C:23]([C:26]4[CH:27]=[N:28][N:29](CC5C=CC(OC)=CC=5)[CH:30]=4)[CH:24]=3)[CH:20]=[CH:19]2)[CH:12]=1)=[O:9])([CH3:4])([CH3:3])[CH3:2]. (4) Given the product [C:11]1([CH3:18])[CH:12]=[C:13]([CH3:17])[CH:14]=[C:15]([CH3:16])[C:10]=1[C:9]#[C:8][C:6]1[CH:5]=[N:4][C:3]2[C:2]([CH:7]=1)=[C:29]1[CH:34]=[CH:33][CH:32]=[CH:31][C:30]1=[N:35][C:19]=2[NH2:20], predict the reactants needed to synthesize it. The reactants are: Cl[C:2]1[C:3]([C:19]#[N:20])=[N:4][CH:5]=[C:6]([C:8]#[C:9][C:10]2[C:15]([CH3:16])=[CH:14][C:13]([CH3:17])=[CH:12][C:11]=2[CH3:18])[CH:7]=1.CC1(C)C(C)(C)OB([C:29]2[CH:34]=[CH:33][CH:32]=[CH:31][C:30]=2[NH:35]C(=O)OC(C)(C)C)O1. (5) Given the product [CH:1]1([CH2:6][CH:7]([N:11]2[C:16](=[O:17])[CH:15]=[C:14]([CH2:18][C:19]3[CH:24]=[CH:23][CH:22]=[C:21]([C:25]([F:28])([F:26])[F:27])[CH:20]=3)[CH:13]=[N:12]2)[C:8]([NH:29][C:30]2[CH:34]=[CH:33][N:32]([CH2:35][C:36]([OH:38])([CH3:37])[CH3:39])[N:31]=2)=[O:10])[CH2:2][CH2:3][CH2:4][CH2:5]1, predict the reactants needed to synthesize it. The reactants are: [CH:1]1([CH2:6][CH:7]([N:11]2[C:16](=[O:17])[CH:15]=[C:14]([CH2:18][C:19]3[CH:24]=[CH:23][CH:22]=[C:21]([C:25]([F:28])([F:27])[F:26])[CH:20]=3)[CH:13]=[N:12]2)[C:8]([OH:10])=O)[CH2:5][CH2:4][CH2:3][CH2:2]1.[NH2:29][C:30]1[CH:34]=[CH:33][N:32]([CH2:35][C:36]([CH3:39])([OH:38])[CH3:37])[N:31]=1.